This data is from Reaction yield outcomes from USPTO patents with 853,638 reactions. The task is: Predict the reaction yield, written as a fraction of the theoretical maximum amount of product (1.0 means a 100% yield; for example, 0.34 means a 34% yield). (1) The reactants are C([SiH](CC)CC)C.FC(F)(F)C(O)=O.[Br:15][C:16]1[C:21]2[CH:22]=[C:23]([C:25]([C:27]3[CH:32]=[C:31]([F:33])[CH:30]=[C:29]([Cl:34])[CH:28]=3)=O)[O:24][C:20]=2[CH:19]=[CH:18][CH:17]=1. The catalyst is C(OCC)(=O)C. The product is [Br:15][C:16]1[C:21]2[CH:22]=[C:23]([CH2:25][C:27]3[CH:32]=[C:31]([F:33])[CH:30]=[C:29]([Cl:34])[CH:28]=3)[O:24][C:20]=2[CH:19]=[CH:18][CH:17]=1. The yield is 0.500. (2) The product is [Br:1][C:2]1[CH:7]=[C:6]([F:8])[CH:5]=[CH:4][C:3]=1[CH:9]1[C:14]([C:15]([O:17][CH2:18][CH3:19])=[O:16])=[C:13]([CH3:20])[NH:12][C:11]([C:21]2[S:22][CH:23]=[C:24]([CH2:26][C:27]([NH:32][CH3:31])=[O:29])[N:25]=2)=[N:10]1. The catalyst is CN(C=O)C.CCOC(C)=O. The yield is 0.390. The reactants are [Br:1][C:2]1[CH:7]=[C:6]([F:8])[CH:5]=[CH:4][C:3]=1[CH:9]1[C:14]([C:15]([O:17][CH2:18][CH3:19])=[O:16])=[C:13]([CH3:20])[NH:12][C:11]([C:21]2[S:22][CH:23]=[C:24]([CH2:26][C:27]([OH:29])=O)[N:25]=2)=[N:10]1.C[CH2:31][N:32]=C=NCCCN(C)C.Cl.C1C=NC2N(O)N=NC=2C=1.CCN(C(C)C)C(C)C.Cl.CN. (3) The catalyst is O1CCCC1.[OH-].[Pd+2].[OH-].[Pd]. The reactants are C([O:8][C:9]1[CH:36]=[CH:35][C:12]2[NH:13][C:14]([C:19]3[C:20](=[O:34])[N:21]([NH:30][CH2:31][CH2:32][CH3:33])[C:22]4[C:27]([C:28]=3[OH:29])=[CH:26][CH:25]=[CH:24][CH:23]=4)=[N:15][S:16](=[O:18])(=[O:17])[C:11]=2[CH:10]=1)C1C=CC=CC=1.C([O-])=O.[NH4+]. The yield is 1.00. The product is [OH:29][C:28]1[C:27]2[C:22](=[CH:23][CH:24]=[CH:25][CH:26]=2)[N:21]([NH:30][CH2:31][CH2:32][CH3:33])[C:20](=[O:34])[C:19]=1[C:14]1[NH:13][C:12]2[CH:35]=[CH:36][C:9]([OH:8])=[CH:10][C:11]=2[S:16](=[O:17])(=[O:18])[N:15]=1. (4) The yield is 0.530. The reactants are Cl.[O:2]1[CH2:8][CH2:7][C:6]([NH2:9])=[N:5][CH2:4][CH2:3]1.C(=O)([O-])[O-].[K+].[K+].[N:16]1[CH:21]=[CH:20][C:19]([C:22](=O)[CH2:23][C:24](OCC)=[O:25])=[N:18][CH:17]=1. The catalyst is C(O)C. The product is [N:16]1[CH:21]=[CH:20][C:19]([C:22]2[N:9]=[C:6]3[CH2:7][CH2:8][O:2][CH2:3][CH2:4][N:5]3[C:24](=[O:25])[CH:23]=2)=[N:18][CH:17]=1. (5) The reactants are [NH2:1][CH2:2][CH2:3][CH2:4][CH2:5][CH2:6][CH2:7][CH2:8][CH2:9][CH2:10][CH2:11][C:12]([OH:14])=[O:13].C([O-])([O-])=O.[K+].[K+].[CH2:21]([O:28][C:29](Cl)=[O:30])[C:22]1[CH:27]=[CH:26][CH:25]=[CH:24][CH:23]=1. The catalyst is O.O1CCOCC1. The product is [CH2:21]([O:28][C:29]([NH:1][CH2:2][CH2:3][CH2:4][CH2:5][CH2:6][CH2:7][CH2:8][CH2:9][CH2:10][CH2:11][C:12]([OH:14])=[O:13])=[O:30])[C:22]1[CH:27]=[CH:26][CH:25]=[CH:24][CH:23]=1. The yield is 0.350. (6) The reactants are [CH2:1]([OH:9])[CH2:2][CH2:3][CH2:4][CH2:5][CH2:6][CH2:7][CH3:8]. The catalyst is C1(C)C=CC=CC=1. The product is [CH2:1]([O:9][CH2:1][CH2:2][CH2:3][CH2:4][CH2:5][CH2:6][CH2:7][CH3:8])[CH2:2][CH2:3][CH2:4][CH2:5][CH2:6][CH2:7][CH3:8]. The yield is 0.0300. (7) The yield is 0.700. The catalyst is ClCCl. The reactants are C[O:2][C:3]1[CH:4]=[C:5]2[C:9](=[CH:10][CH:11]=1)[NH:8][N:7]=[C:6]2[CH2:12][C@H:13]([OH:15])[CH3:14]. The product is [OH:15][C@H:13]([CH3:14])[CH2:12][C:6]1[C:5]2[C:9](=[CH:10][CH:11]=[C:3]([OH:2])[CH:4]=2)[NH:8][N:7]=1. (8) The reactants are [CH3:1][N:2]1[C:10]2[C:5](=[CH:6][C:7]([N:11]3[CH2:19][C:18]4[C:13](=[CH:14][C:15]([CH:20]=[C:21]([CH3:23])[CH3:22])=[CH:16][CH:17]=4)[C:12]3=[O:24])=[CH:8][CH:9]=2)[CH:4]=[CH:3]1. The catalyst is [Pd].C(O)C.C(OCC)(=O)C.C(Cl)Cl. The product is [CH2:20]([C:15]1[CH:14]=[C:13]2[C:18]([CH2:19][N:11]([C:7]3[CH:6]=[C:5]4[C:10](=[CH:9][CH:8]=3)[N:2]([CH3:1])[CH:3]=[CH:4]4)[C:12]2=[O:24])=[CH:17][CH:16]=1)[CH:21]([CH3:23])[CH3:22]. The yield is 0.380. (9) The reactants are [NH2:1][C:2]1[CH:7]=[CH:6][C:5]([Cl:8])=[CH:4][N:3]=1.Cl[I:10].[OH-].[Na+]. The catalyst is C(O)(=O)C.O. The product is [Cl:8][C:5]1[CH:6]=[C:7]([I:10])[C:2]([NH2:1])=[N:3][CH:4]=1. The yield is 0.600. (10) The reactants are [C:1](=[O:12])([O:7][C:8]([CH3:11])([CH3:10])[CH3:9])OC(C)(C)C.[CH3:13][C:14]1[NH:15][C:16]2[C:21]([C:22]=1[CH2:23][C@@H:24]1[NH:28][CH2:27][C@H:26]([OH:29])[CH2:25]1)=[CH:20][CH:19]=[CH:18][CH:17]=2.C(N(CC)CC)C. The catalyst is ClCCl. The product is [C:8]([O:7][C:1]([N:28]1[CH2:27][C@H:26]([OH:29])[CH2:25][C@@H:24]1[CH2:23][C:22]1[C:21]2[C:16](=[CH:17][CH:18]=[CH:19][CH:20]=2)[NH:15][C:14]=1[CH3:13])=[O:12])([CH3:9])([CH3:10])[CH3:11]. The yield is 0.740.